This data is from Forward reaction prediction with 1.9M reactions from USPTO patents (1976-2016). The task is: Predict the product of the given reaction. (1) Given the reactants [CH2:1]([CH:11]([CH2:15][CH2:16][CH2:17][CH2:18][CH2:19][CH2:20][CH2:21][CH2:22][CH2:23][CH2:24][CH2:25][CH3:26])[C:12](Cl)=[O:13])[CH2:2][CH2:3][CH2:4][CH2:5][CH2:6][CH2:7][CH2:8][CH2:9][CH3:10].[NH2:27][C:28]1[CH:29]=[C:30]([C:38]([O:40][CH3:41])=[O:39])[CH:31]=[C:32]([CH:37]=1)[C:33]([O:35][CH3:36])=[O:34].C(N(CC)CC)C.O, predict the reaction product. The product is: [CH2:1]([CH:11]([CH2:15][CH2:16][CH2:17][CH2:18][CH2:19][CH2:20][CH2:21][CH2:22][CH2:23][CH2:24][CH2:25][CH3:26])[C:12]([NH:27][C:28]1[CH:37]=[C:32]([C:33]([O:35][CH3:36])=[O:34])[CH:31]=[C:30]([CH:29]=1)[C:38]([O:40][CH3:41])=[O:39])=[O:13])[CH2:2][CH2:3][CH2:4][CH2:5][CH2:6][CH2:7][CH2:8][CH2:9][CH3:10]. (2) Given the reactants [Br:1][CH:2]([C:4]1[CH:5]=[C:6]2[C:11](=[CH:12][CH:13]=1)[C:10]([C:14]([F:17])([F:16])[F:15])=[C:9]([O:18][C@H:19]1[CH2:24][CH2:23][C@@H:22]([CH2:25][CH3:26])[CH2:21][CH2:20]1)[CH:8]=[CH:7]2)[CH3:3].[CH2:27]([C@@H]1CC[C@H](OC2C(C(F)(F)F)=C3C(=CC=2)C=C(C(N2C4CCCC2CC(C(O)=O)C4)CC)C=C3)CC1)C, predict the reaction product. The product is: [Br:1][CH:2]([C:4]1[CH:5]=[C:6]2[C:11](=[CH:12][CH:13]=1)[C:10]([C:14]([F:15])([F:16])[F:17])=[C:9]([O:18][C@H:19]1[CH2:20][CH2:21][C@@H:22]([CH2:25][CH3:26])[CH2:23][CH2:24]1)[CH:8]=[CH:7]2)[CH2:3][CH3:27]. (3) Given the reactants Cl[CH2:2][C:3]([CH3:5])=[CH2:4].[OH:6][C:7]1[CH:17]=[CH:16][C:10]([C:11]([O:13][CH2:14][CH3:15])=[O:12])=[CH:9][CH:8]=1.C(=O)([O-])[O-].[K+].[K+], predict the reaction product. The product is: [CH2:14]([O:13][C:11](=[O:12])[C:10]1[CH:9]=[CH:8][C:7]([O:6][CH2:4][C:3]([CH3:5])=[CH2:2])=[CH:17][CH:16]=1)[CH3:15]. (4) Given the reactants CC(C)([O-])C.[K+].[C:7]([CH2:9][C:10]([O:12][C:13]([CH3:16])([CH3:15])[CH3:14])=[O:11])#[N:8].Br[C:18]1[CH:19]=[CH:20][C:21]2[S:25][CH:24]=[CH:23][C:22]=2[CH:26]=1.Cl, predict the reaction product. The product is: [S:25]1[C:21]2[CH:20]=[CH:19][C:18]([CH:9]([C:7]#[N:8])[C:10]([O:12][C:13]([CH3:16])([CH3:15])[CH3:14])=[O:11])=[CH:26][C:22]=2[CH:23]=[CH:24]1.